Dataset: Reaction yield outcomes from USPTO patents with 853,638 reactions. Task: Predict the reaction yield, written as a fraction of the theoretical maximum amount of product (1.0 means a 100% yield; for example, 0.34 means a 34% yield). (1) The reactants are [H-].[Na+].[C:3]1([CH:9]=[CH:10][C:11](=[O:13])[CH3:12])[CH:8]=[CH:7][CH:6]=[CH:5][CH:4]=1.[CH3:14]S(C)=O. No catalyst specified. The product is [C:3]1([CH:9]2[CH2:14][CH:10]2[C:11](=[O:13])[CH3:12])[CH:8]=[CH:7][CH:6]=[CH:5][CH:4]=1. The yield is 0.970. (2) The reactants are [Sn](Cl)Cl.[CH2:4]([O:6][C:7]([C:9]1[CH:10]=[N:11][N:12]([CH3:25])[C:13]=1[NH:14][C:15]1[CH:20]=[CH:19][C:18]([CH3:21])=[CH:17][C:16]=1[N+:22]([O-])=O)=[O:8])[CH3:5]. The catalyst is CO. The product is [CH2:4]([O:6][C:7]([C:9]1[CH:10]=[N:11][N:12]([CH3:25])[C:13]=1[NH:14][C:15]1[CH:20]=[CH:19][C:18]([CH3:21])=[CH:17][C:16]=1[NH2:22])=[O:8])[CH3:5]. The yield is 0.520. (3) The reactants are [CH2:1]([C:3]1[N:4]([C:28]2[CH:33]=[CH:32][C:31]([OH:34])=[CH:30][CH:29]=2)[C:5](=[O:27])[C:6]([CH2:12][C:13]2[CH:18]=[CH:17][C:16]([C:19]3[C:20]([C:25]#[N:26])=[CH:21][CH:22]=[CH:23][CH:24]=3)=[CH:15][CH:14]=2)=[C:7]([CH2:9][CH2:10][CH3:11])[N:8]=1)[CH3:2].[O:35]1[CH2:40][CH2:39][CH:38](O)[CH2:37][CH2:36]1.C1(P(C2C=CC=CC=2)C2C=CC=CC=2)C=CC=CC=1.[N:62]([C:63]([O:65]C(C)C)=[O:64])=[N:62][C:63]([O:65]C(C)C)=[O:64]. The catalyst is O1CCCC1.C(OCC)(=O)C. The product is [CH2:1]([C:3]1[N:4]([C:28]2[CH:33]=[CH:32][C:31]([O:34][CH:38]3[CH2:39][CH2:40][O:35][CH2:36][CH2:37]3)=[CH:30][CH:29]=2)[C:5](=[O:27])[C:6]([CH2:12][C:13]2[CH:18]=[CH:17][C:16]([C:19]3[CH:24]=[CH:23][CH:22]=[CH:21][C:20]=3[C:25]3[NH:62][C:63](=[O:64])[O:65][N:26]=3)=[CH:15][CH:14]=2)=[C:7]([CH2:9][CH2:10][CH3:11])[N:8]=1)[CH3:2]. The yield is 0.350. (4) The reactants are [Cl:1][C:2]1[CH:7]=[C:6]([I:8])[CH:5]=[CH:4][C:3]=1[OH:9].C(N(CC)CC)C.Cl[Si:18]([CH:25]([CH3:27])[CH3:26])([CH:22]([CH3:24])[CH3:23])[CH:19]([CH3:21])[CH3:20]. The catalyst is C1(C)C=CC=CC=1.CN(C1C=CC=CN=1)C. The product is [Cl:1][C:2]1[CH:7]=[C:6]([I:8])[CH:5]=[CH:4][C:3]=1[O:9][Si:18]([CH:25]([CH3:27])[CH3:26])([CH:22]([CH3:24])[CH3:23])[CH:19]([CH3:21])[CH3:20]. The yield is 0.870. (5) The reactants are [CH3:1][C:2]1[CH:3]=[C:4]([NH2:10])[C:5]([NH2:9])=[CH:6][C:7]=1[CH3:8].[C:11]([O:15][C:16]([N:18]1[CH2:23][CH2:22][C@@H:21]([NH:24][C:25]([NH:27][C:28]2[CH:33]=[CH:32][C:31]([C:34]#[N:35])=[CH:30][CH:29]=2)=[O:26])[CH2:20][C@@H:19]1[C:36](O)=[O:37])=[O:17])([CH3:14])([CH3:13])[CH3:12].F[P-](F)(F)(F)(F)F.N1(O[P+](N(C)C)(N(C)C)N(C)C)C2C=CC=CC=2N=N1.CCN(C(C)C)C(C)C. The catalyst is CN(C=O)C.O. The product is [NH2:9][C:5]1[CH:6]=[C:7]([CH3:8])[C:2]([CH3:1])=[CH:3][C:4]=1[NH:10][C:36]([C@H:19]1[CH2:20][C@H:21]([NH:24][C:25]([NH:27][C:28]2[CH:33]=[CH:32][C:31]([C:34]#[N:35])=[CH:30][CH:29]=2)=[O:26])[CH2:22][CH2:23][N:18]1[C:16]([O:15][C:11]([CH3:14])([CH3:13])[CH3:12])=[O:17])=[O:37]. The yield is 0.800.